Dataset: Reaction yield outcomes from USPTO patents with 853,638 reactions. Task: Predict the reaction yield, written as a fraction of the theoretical maximum amount of product (1.0 means a 100% yield; for example, 0.34 means a 34% yield). (1) The reactants are [Cl:1][C:2]1[N:6]2[CH:7]=[C:8]([C:15]3[CH2:16][CH2:17][NH:18][CH2:19][CH:20]=3)[CH:9]=[C:10]([C:11]([F:14])([F:13])[F:12])[C:5]2=[N:4][C:3]=1[C:21]([N:23]1[CH2:27][CH2:26][CH:25]([C:28]2[CH:33]=[CH:32][CH:31]=[C:30]([F:34])[CH:29]=2)[CH2:24]1)=[O:22].C(N(CC)C(C)C)(C)C.[C:44](Cl)(=[O:46])[CH3:45]. The catalyst is C1COCC1. The product is [Cl:1][C:2]1[N:6]2[CH:7]=[C:8]([C:15]3[CH2:16][CH2:17][N:18]([C:44](=[O:46])[CH3:45])[CH2:19][CH:20]=3)[CH:9]=[C:10]([C:11]([F:13])([F:14])[F:12])[C:5]2=[N:4][C:3]=1[C:21]([N:23]1[CH2:27][CH2:26][CH:25]([C:28]2[CH:33]=[CH:32][CH:31]=[C:30]([F:34])[CH:29]=2)[CH2:24]1)=[O:22]. The yield is 0.800. (2) The reactants are I[C:2]1[C:7]([Br:8])=[CH:6][C:5]([Br:9])=[CH:4][N:3]=1.[F-].[K+].[F:12][C:13]([Si](C)(C)C)([F:15])[F:14].N. The catalyst is CN1C(=O)CCC1.[Cu]I. The product is [Br:8][C:7]1[C:2]([C:13]([F:15])([F:14])[F:12])=[N:3][CH:4]=[C:5]([Br:9])[CH:6]=1. The yield is 0.460. (3) The reactants are [Cl:1][C:2]1[CH:7]=[C:6]([Cl:8])[CH:5]=[CH:4][C:3]=1[CH:9]([OH:34])[C:10]1[N:14]([CH2:15][CH2:16][NH:17][C:18](=[O:24])[O:19][C:20]([CH3:23])([CH3:22])[CH3:21])[C:13]2[C:25]([N:29]([CH2:32][CH3:33])[CH2:30][CH3:31])=[CH:26][CH:27]=[CH:28][C:12]=2[N:11]=1. The catalyst is O1CCCC1.[O-2].[Mn+4].[O-2]. The product is [Cl:1][C:2]1[CH:7]=[C:6]([Cl:8])[CH:5]=[CH:4][C:3]=1[C:9]([C:10]1[N:14]([CH2:15][CH2:16][NH:17][C:18](=[O:24])[O:19][C:20]([CH3:23])([CH3:22])[CH3:21])[C:13]2[C:25]([N:29]([CH2:32][CH3:33])[CH2:30][CH3:31])=[CH:26][CH:27]=[CH:28][C:12]=2[N:11]=1)=[O:34]. The yield is 0.810. (4) The yield is 0.460. The product is [F:8][C:9]1[CH:17]=[C:16]([O:18][CH3:19])[CH:15]=[CH:14][C:10]=1[C:11](=[O:12])[CH2:1][S:2]([CH3:5])(=[O:4])=[O:3]. The catalyst is O1CCCC1. The reactants are [CH3:1][S:2]([CH3:5])(=[O:4])=[O:3].C[Li].[F:8][C:9]1[CH:17]=[C:16]([O:18][CH3:19])[CH:15]=[CH:14][C:10]=1[C:11](Cl)=[O:12].Cl. (5) The reactants are [H-].[H-].[H-].[H-].[Li+].[Al+3].[F:7][C:8]([F:25])([F:24])[C:9]1[CH:14]=[CH:13][C:12]([C:15]2[CH:23]=[CH:22][C:18]([C:19](O)=[O:20])=[CH:17][CH:16]=2)=[CH:11][CH:10]=1.O.[OH-].[K+]. The catalyst is C1COCC1. The product is [F:7][C:8]([F:24])([F:25])[C:9]1[CH:10]=[CH:11][C:12]([C:15]2[CH:23]=[CH:22][C:18]([CH2:19][OH:20])=[CH:17][CH:16]=2)=[CH:13][CH:14]=1. The yield is 0.790.